From a dataset of Catalyst prediction with 721,799 reactions and 888 catalyst types from USPTO. Predict which catalyst facilitates the given reaction. (1) Product: [NH2:22][C:5]1[C:6]([NH:8][CH2:9][C@@H:10]2[CH2:14][CH2:13][CH2:12][N:11]2[C:15]([O:17][C:18]([CH3:21])([CH3:20])[CH3:19])=[O:16])=[N:7][CH:2]=[N:3][CH:4]=1. The catalyst class is: 5. Reactant: Cl[C:2]1[N:7]=[C:6]([NH:8][CH2:9][C@@H:10]2[CH2:14][CH2:13][CH2:12][N:11]2[C:15]([O:17][C:18]([CH3:21])([CH3:20])[CH3:19])=[O:16])[C:5]([N:22](O)O)=[CH:4][N:3]=1. (2) Reactant: Br[C:2]1[CH:19]=[CH:18][CH:17]=[CH:16][C:3]=1[C:4]([C:6]1[CH:7]=[N:8][C:9]2[C:14]([CH:15]=1)=[CH:13][CH:12]=[CH:11][CH:10]=2)=O.[CH2:20]([NH2:23])[CH2:21][NH2:22]. Product: [N:8]1[C:9]2[C:14](=[CH:13][CH:12]=[CH:11][CH:10]=2)[CH:15]=[C:6]([C:4]2[C:3]3[CH:16]=[CH:17][CH:18]=[CH:19][C:2]=3[NH:23][CH2:20][CH2:21][N:22]=2)[CH:7]=1. The catalyst class is: 170.